From a dataset of Catalyst prediction with 721,799 reactions and 888 catalyst types from USPTO. Predict which catalyst facilitates the given reaction. (1) Reactant: [F:1][C:2]1[CH:3]=[CH:4][CH:5]=[C:6]2[C:11]=1[N:10]=[CH:9][CH:8]=[C:7]2[O:12][C@H:13]1[CH2:18][CH2:17][C@H:16]([CH2:19][NH2:20])[CH2:15][CH2:14]1.CN(C(ON1N=NC2C=CC=NC1=2)=[N+](C)C)C.F[P-](F)(F)(F)(F)F.C(N(C(C)C)CC)(C)C.[F:54][C:55]1[CH:63]=[CH:62][C:58]([C:59](O)=[O:60])=[CH:57][CH:56]=1. Product: [F:1][C:2]1[CH:3]=[CH:4][CH:5]=[C:6]2[C:11]=1[N:10]=[CH:9][CH:8]=[C:7]2[O:12][C@H:13]1[CH2:14][CH2:15][C@H:16]([CH2:19][NH:20][C:59](=[O:60])[C:58]2[CH:62]=[CH:63][C:55]([F:54])=[CH:56][CH:57]=2)[CH2:17][CH2:18]1. The catalyst class is: 7. (2) Reactant: C(O)=O.[NH2:4][CH2:5][CH2:6][C:7]1[CH:38]=[CH:37][C:10]([NH:11][CH:12]2[CH2:17][CH2:16][N:15]([C:18]([NH:20][CH2:21][C:22]3[CH:27]=[CH:26][C:25]([N:28]4[CH:32]=[CH:31][CH:30]=[N:29]4)=[CH:24][C:23]=3[C:33]([F:36])([F:35])[F:34])=[O:19])[CH2:14][CH2:13]2)=[CH:9][CH:8]=1.C([Si]([O:56][C:57]1[CH:62]=[CH:61][C:60]([O:63][CH2:64][CH:65]2[CH2:67][O:66]2)=[CH:59][CH:58]=1)(C1C=CC=CC=1)C1C=CC=CC=1)(C)(C)C. Product: [N:28]1([C:25]2[CH:26]=[CH:27][C:22]([CH2:21][NH:20][C:18]([N:15]3[CH2:14][CH2:13][CH:12]([NH:11][C:10]4[CH:37]=[CH:38][C:7]([CH2:6][CH2:5][NH:4][CH2:67][C@H:65]([OH:66])[CH2:64][O:63][C:60]5[CH:61]=[CH:62][C:57]([OH:56])=[CH:58][CH:59]=5)=[CH:8][CH:9]=4)[CH2:17][CH2:16]3)=[O:19])=[C:23]([C:33]([F:36])([F:35])[F:34])[CH:24]=2)[CH:32]=[CH:31][CH:30]=[N:29]1. The catalyst class is: 147.